From a dataset of CYP3A4 inhibition data for predicting drug metabolism from PubChem BioAssay. Regression/Classification. Given a drug SMILES string, predict its absorption, distribution, metabolism, or excretion properties. Task type varies by dataset: regression for continuous measurements (e.g., permeability, clearance, half-life) or binary classification for categorical outcomes (e.g., BBB penetration, CYP inhibition). Dataset: cyp3a4_veith. (1) The compound is c1ccc2sc(N3CCN(Cc4ccc5c(c4)OCO5)CC3)nc2c1. The result is 1 (inhibitor). (2) The drug is COc1ccc(C(=O)c2ccc(N(C)C)cc2)c(OC)c1. The result is 1 (inhibitor). (3) The drug is C[N+]1(CCOc2ccc([N+](=O)[O-])cc2)CCOCC1.[I-]. The result is 0 (non-inhibitor). (4) The molecule is COc1cccc(C(=O)N2N=C(c3cccc(OC)c3)CC2(O)C(F)(F)F)c1. The result is 1 (inhibitor). (5) The drug is O=C(COc1cccc(NC(=O)c2cccc([N+](=O)[O-])c2)c1)c1ccc(Br)cc1. The result is 0 (non-inhibitor).